Dataset: Forward reaction prediction with 1.9M reactions from USPTO patents (1976-2016). Task: Predict the product of the given reaction. Given the reactants [NH2:1][C:2]1[CH:3]=[CH:4][C:5]([F:19])=[C:6]([C@:8]2([CH3:18])[CH2:14][C:13]([CH3:16])([CH3:15])[O:12][CH2:11][C:10](=[S:17])[NH:9]2)[CH:7]=1.[F:20][C:21]([F:34])([F:33])[CH2:22][O:23][C:24]1[CH:25]=[CH:26][C:27]([C:30](O)=[O:31])=[N:28][CH:29]=1, predict the reaction product. The product is: [F:19][C:5]1[CH:4]=[CH:3][C:2]([NH:1][C:30]([C:27]2[CH:26]=[CH:25][C:24]([O:23][CH2:22][C:21]([F:34])([F:33])[F:20])=[CH:29][N:28]=2)=[O:31])=[CH:7][C:6]=1[C@:8]1([CH3:18])[CH2:14][C:13]([CH3:16])([CH3:15])[O:12][CH2:11][C:10](=[S:17])[NH:9]1.